This data is from Forward reaction prediction with 1.9M reactions from USPTO patents (1976-2016). The task is: Predict the product of the given reaction. (1) Given the reactants [F:1][C:2]1[CH:7]=[CH:6][CH:5]=[C:4]([N+:8]([O-:10])=[O:9])[C:3]=1F.Cl.[CH2:13]([O:15][C:16](=[O:19])[CH2:17][NH2:18])[CH3:14].[F-].[K+].C1OCCOCCOCCOCCOCCOC1.C(N(C(C)C)CC)(C)C, predict the reaction product. The product is: [CH2:13]([O:15][C:16](=[O:19])[CH2:17][NH:18][C:3]1[C:4]([N+:8]([O-:10])=[O:9])=[CH:5][CH:6]=[CH:7][C:2]=1[F:1])[CH3:14]. (2) Given the reactants [C:1]([O:5][C:6]([N:8]1[CH2:12][C@H:11]([O:13]CC(=O)C(C)(C)C)[CH2:10][C@@H:9]1[C@H:21]1[O:25][C:24]([CH3:27])([CH3:26])[N:23]([C:28](=[O:30])[CH3:29])[C@H:22]1[CH2:31][C:32]1[CH:37]=[C:36]([F:38])[CH:35]=[C:34]([F:39])[CH:33]=1)=[O:7])([CH3:4])([CH3:3])[CH3:2].C(N(CC)CC)C, predict the reaction product. The product is: [C:1]([O:5][C:6]([N:8]1[CH2:12][C:11](=[O:13])[CH2:10][C@@H:9]1[C@H:21]1[O:25][C:24]([CH3:26])([CH3:27])[N:23]([C:28](=[O:30])[CH3:29])[C@H:22]1[CH2:31][C:32]1[CH:33]=[C:34]([F:39])[CH:35]=[C:36]([F:38])[CH:37]=1)=[O:7])([CH3:2])([CH3:3])[CH3:4].